This data is from Forward reaction prediction with 1.9M reactions from USPTO patents (1976-2016). The task is: Predict the product of the given reaction. (1) Given the reactants Br[C:2]1[C:10]2[C:5](=[N:6][C:7]([O:12][CH2:13][C:14]3[CH:19]=[CH:18][CH:17]=[CH:16][N:15]=3)=[C:8]([F:11])[CH:9]=2)[N:4]([CH3:20])[CH:3]=1.[CH2:21]([O:23][C:24]([N:26]1[CH2:31][CH2:30][NH:29][C:28](=[O:32])[CH2:27]1)=[O:25])[CH3:22].CNCCNC.P([O-])([O-])([O-])=O.[K+].[K+].[K+], predict the reaction product. The product is: [F:11][C:8]1[CH:9]=[C:10]2[C:2]([N:29]3[CH2:30][CH2:31][N:26]([C:24]([O:23][CH2:21][CH3:22])=[O:25])[CH2:27][C:28]3=[O:32])=[CH:3][N:4]([CH3:20])[C:5]2=[N:6][C:7]=1[O:12][CH2:13][C:14]1[CH:19]=[CH:18][CH:17]=[CH:16][N:15]=1. (2) Given the reactants O1CCO[CH:2]1[CH2:6][N:7]([CH2:26][C:27]1[N:28]=[C:29]2[CH:34]=[C:33]([C:35]([F:38])([F:37])[F:36])[CH:32]=[CH:31][N:30]2[CH:39]=1)[C:8]([C:10]1[NH:11][CH:12]=[C:13]([C:15](=[O:25])[C:16]2[C:21]([F:22])=[CH:20][C:19]([F:23])=[CH:18][C:17]=2[F:24])[CH:14]=1)=[O:9].CC#N.O, predict the reaction product. The product is: [F:22][C:21]1[CH:20]=[C:19]([F:23])[CH:18]=[C:17]([F:24])[C:16]=1[C:15]([C:13]1[C:14]2[CH:2]=[CH:6][N:7]([CH2:26][C:27]3[N:28]=[C:29]4[CH:34]=[C:33]([C:35]([F:38])([F:36])[F:37])[CH:32]=[CH:31][N:30]4[CH:39]=3)[C:8](=[O:9])[C:10]=2[NH:11][CH:12]=1)=[O:25].